This data is from Forward reaction prediction with 1.9M reactions from USPTO patents (1976-2016). The task is: Predict the product of the given reaction. (1) Given the reactants C(OC(=O)[NH:7][CH2:8][C:9]([NH:11][C:12]1[CH:17]=[CH:16][CH:15]=[C:14]([CH2:18][NH:19][C:20]([NH:22][CH2:23][C:24]2[CH:29]=[CH:28][N:27]=[C:26]3[NH:30][CH:31]=[CH:32][C:25]=23)=[S:21])[CH:13]=1)=[O:10])(C)(C)C.C(O)(C(F)(F)F)=O, predict the reaction product. The product is: [NH:30]1[C:26]2=[N:27][CH:28]=[CH:29][C:24]([CH2:23][NH:22][C:20](=[S:21])[NH:19][CH2:18][C:14]3[CH:13]=[C:12]([NH:11][C:9](=[O:10])[CH2:8][NH2:7])[CH:17]=[CH:16][CH:15]=3)=[C:25]2[CH:32]=[CH:31]1. (2) Given the reactants [CH3:1][O:2][C:3]1[C:8]([C:9]([OH:11])=O)=[CH:7][C:6]([C:12]([NH2:14])=[O:13])=[CH:5][CH:4]=1.[Br:15][C:16]1[CH:22]=[CH:21][C:19]([NH2:20])=[CH:18][CH:17]=1, predict the reaction product. The product is: [Br:15][C:16]1[CH:22]=[CH:21][C:19]([NH:20][C:9](=[O:11])[C:8]2[CH:7]=[C:6]([CH:5]=[CH:4][C:3]=2[O:2][CH3:1])[C:12]([NH2:14])=[O:13])=[CH:18][CH:17]=1. (3) Given the reactants [CH3:1][O:2][C:3]1[CH:11]=[C:10]2[C:6]([CH2:7]/[C:8](=[CH:13]\[C:14]3[CH:19]=[CH:18][CH:17]=[C:16]([C:20]([F:23])([F:22])[F:21])[CH:15]=3)/[C:9]2=[O:12])=[CH:5][C:4]=1[N:24]1[CH2:29][CH2:28][N:27]([CH3:30])[CH2:26][CH2:25]1, predict the reaction product. The product is: [CH3:1][O:2][C:3]1[CH:11]=[C:10]2[C:6]([CH2:7][CH:8]([CH2:13][C:14]3[CH:19]=[CH:18][CH:17]=[C:16]([C:20]([F:22])([F:21])[F:23])[CH:15]=3)[C:9]2=[O:12])=[CH:5][C:4]=1[N:24]1[CH2:25][CH2:26][N:27]([CH3:30])[CH2:28][CH2:29]1. (4) Given the reactants [NH2:1][C:2]1[C:3]2[N:4]([C:8]([C@@H:12]3[CH2:17]CC[N:14]([C:18]([O:20][CH2:21][C:22]4[CH:27]=[CH:26][CH:25]=[CH:24][CH:23]=4)=[O:19])[CH2:13]3)=[N:9][C:10]=2[Br:11])[CH:5]=[CH:6][N:7]=1.CC(C(O)=O)CNC(OCC1C=CC=CC=1)=O, predict the reaction product. The product is: [NH2:1][C:2]1[C:3]2[N:4]([C:8]([CH:12]([CH3:17])[CH2:13][NH:14][C:18](=[O:19])[O:20][CH2:21][C:22]3[CH:27]=[CH:26][CH:25]=[CH:24][CH:23]=3)=[N:9][C:10]=2[Br:11])[CH:5]=[CH:6][N:7]=1. (5) The product is: [CH3:32][C@@H:6]1[CH2:5][N:4]([CH2:1][CH2:2][CH3:3])[C@H:9]([CH3:10])[CH2:8][N:7]1[C@@H:11]([C:19]1[CH:20]=[CH:21][C:22]([C:23]([N:25]([CH2:26][CH3:27])[CH2:28][CH3:29])=[O:24])=[CH:30][CH:31]=1)[C:12]1[CH:17]=[CH:16][CH:15]=[C:14]([O:18][Si:44]([C:40]([CH3:43])([CH3:42])[CH3:41])([CH3:46])[CH3:45])[CH:13]=1. Given the reactants [CH2:1]([N:4]1[C@H:9]([CH3:10])[CH2:8][N:7]([C@@H:11]([C:19]2[CH:31]=[CH:30][C:22]([C:23]([N:25]([CH2:28][CH3:29])[CH2:26][CH3:27])=[O:24])=[CH:21][CH:20]=2)[C:12]2[CH:17]=[CH:16][CH:15]=[C:14]([OH:18])[CH:13]=2)[C@H:6]([CH3:32])[CH2:5]1)[CH:2]=[CH2:3].C1(O)C=CC=CC=1.[C:40]([Si:44](Cl)([CH3:46])[CH3:45])([CH3:43])([CH3:42])[CH3:41].N1C=CN=C1, predict the reaction product.